This data is from CYP1A2 inhibition data for predicting drug metabolism from PubChem BioAssay. The task is: Regression/Classification. Given a drug SMILES string, predict its absorption, distribution, metabolism, or excretion properties. Task type varies by dataset: regression for continuous measurements (e.g., permeability, clearance, half-life) or binary classification for categorical outcomes (e.g., BBB penetration, CYP inhibition). Dataset: cyp1a2_veith. The compound is COc1cccc(Nc2ncc3nc(-c4ccccc4)c(=O)n(C[C@H]4CCCO4)c3n2)c1. The result is 1 (inhibitor).